From a dataset of Catalyst prediction with 721,799 reactions and 888 catalyst types from USPTO. Predict which catalyst facilitates the given reaction. (1) Reactant: [CH3:1][N:2]1[C:10]2[C:5](=[CH:6][CH:7]=[C:8]([NH2:11])[CH:9]=2)[CH:4]=[CH:3]1.Br[CH2:13][C:14]1[CH:24]=[CH:23][C:22]([O:25][CH3:26])=[CH:21][C:15]=1[C:16](OCC)=[O:17].C(N(CC)C(C)C)(C)C.O[Li].O. Product: [CH3:26][O:25][C:22]1[CH:21]=[C:15]2[C:14]([CH2:13][N:11]([C:8]3[CH:9]=[C:10]4[C:5]([CH:4]=[CH:3][N:2]4[CH3:1])=[CH:6][CH:7]=3)[C:16]2=[O:17])=[CH:24][CH:23]=1. The catalyst class is: 40. (2) Reactant: [SH:1][C:2]1[CH:11]=[CH:10][C:5]([C:6]([O:8][CH3:9])=[O:7])=[CH:4][CH:3]=1.C(=O)([O-])[O-].[K+].[K+].[Cl:18][C:19]1[CH:24]=[CH:23][C:22]([C:25]2[N:29]([CH:30]([CH:40]3[CH2:45][CH2:44][CH2:43][CH2:42][CH2:41]3)[CH2:31]OC3C=CC=CC=3F)[C:28]3[CH:46]=[C:47]([F:51])[C:48]([F:50])=[CH:49][C:27]=3[N:26]=2)=[CH:21][CH:20]=1. Product: [CH3:9][O:8][C:6](=[O:7])[C:5]1[CH:4]=[CH:3][C:2]([S:1][CH2:31][CH:30]([N:29]2[C:28]3[CH:46]=[C:47]([F:51])[C:48]([F:50])=[CH:49][C:27]=3[N:26]=[C:25]2[C:22]2[CH:23]=[CH:24][C:19]([Cl:18])=[CH:20][CH:21]=2)[CH:40]2[CH2:41][CH2:42][CH2:43][CH2:44][CH2:45]2)=[CH:11][CH:10]=1. The catalyst class is: 9. (3) Reactant: [Cl:1][C:2]1[C:3]([F:28])=[C:4]([CH:8]2[C:12]([C:15]3[CH:20]=[CH:19][C:18]([Cl:21])=[CH:17][C:16]=3[F:22])([C:13]#[N:14])[CH:11]([CH2:23][C:24]([CH3:27])([CH3:26])[CH3:25])[CH2:10][NH:9]2)[CH:5]=[CH:6][CH:7]=1.[C:29]([O:33][CH2:34][CH3:35])(=[O:32])[CH:30]=[CH2:31].FC(F)(F)S([O-])(=O)=O.[Sm+3].FC(F)(F)S([O-])(=O)=O.FC(F)(F)S([O-])(=O)=O. Product: [CH2:34]([O:33][C:29](=[O:32])[CH2:30][CH2:31][N:9]1[CH2:10][C@@H:11]([CH2:23][C:24]([CH3:25])([CH3:27])[CH3:26])[C@@:12]([C:15]2[CH:20]=[CH:19][C:18]([Cl:21])=[CH:17][C:16]=2[F:22])([C:13]#[N:14])[C@H:8]1[C:4]1[CH:5]=[CH:6][CH:7]=[C:2]([Cl:1])[C:3]=1[F:28])[CH3:35]. The catalyst class is: 76. (4) Reactant: [CH3:1][O:2][C:3](=[O:14])[C:4]([CH3:13])([CH3:12])[CH2:5][CH:6]1[CH2:11][CH2:10][NH:9][CH2:8][CH2:7]1.Cl[C:16]1[CH:21]=[CH:20][C:19]([N+:22]([O-:24])=[O:23])=[CH:18][N:17]=1.C(N(CC)CC)C. Product: [CH3:1][O:2][C:3](=[O:14])[C:4]([CH3:12])([CH3:13])[CH2:5][CH:6]1[CH2:11][CH2:10][N:9]([C:16]2[CH:21]=[CH:20][C:19]([N+:22]([O-:24])=[O:23])=[CH:18][N:17]=2)[CH2:8][CH2:7]1. The catalyst class is: 7. (5) Reactant: Cl.[Cl:2][C:3]1[CH:22]=[CH:21][C:6]([CH:7]=[C:8]2[CH2:13][CH2:12][N:11](C(OC(C)(C)C)=O)[CH2:10][CH2:9]2)=[CH:5][CH:4]=1. Product: [ClH:2].[Cl:2][C:3]1[CH:4]=[CH:5][C:6]([CH:7]=[C:8]2[CH2:9][CH2:10][NH:11][CH2:12][CH2:13]2)=[CH:21][CH:22]=1. The catalyst class is: 5. (6) Reactant: [CH2:1]([O:5][C:6]1[CH:11]=[CH:10][C:9]([OH:12])=[C:8]([F:13])[C:7]=1[F:14])[CH2:2][CH2:3][CH3:4].P([O-])([O-])([O-])=O.[K+].[K+].[K+].Cl[CH2:24][CH:25]1[CH2:30][CH2:29][CH:28]([C:31]2[CH:36]=[CH:35][C:34]([O:37][CH2:38][CH3:39])=[C:33]([F:40])[C:32]=2[F:41])[CH2:27][CH2:26]1. Product: [F:41][C:32]1[C:33]([F:40])=[C:34]([O:37][CH2:38][CH3:39])[CH:35]=[CH:36][C:31]=1[C@H:28]1[CH2:29][CH2:30][C@H:25]([CH2:24][O:12][C:9]2[CH:10]=[CH:11][C:6]([O:5][CH2:1][CH2:2][CH2:3][CH3:4])=[C:7]([F:14])[C:8]=2[F:13])[CH2:26][CH2:27]1. The catalyst class is: 3.